This data is from Peptide-MHC class I binding affinity with 185,985 pairs from IEDB/IMGT. The task is: Regression. Given a peptide amino acid sequence and an MHC pseudo amino acid sequence, predict their binding affinity value. This is MHC class I binding data. (1) The peptide sequence is SGFPAKVTAHW. The MHC is Mamu-B3901 with pseudo-sequence Mamu-B3901. The binding affinity (normalized) is 0.976. (2) The peptide sequence is VHDTNATKL. The binding affinity (normalized) is 0.0847. The MHC is HLA-B15:01 with pseudo-sequence HLA-B15:01. (3) The peptide sequence is FLKENGGL. The MHC is HLA-B54:01 with pseudo-sequence HLA-B54:01. The binding affinity (normalized) is 0.0900.